Dataset: Full USPTO retrosynthesis dataset with 1.9M reactions from patents (1976-2016). Task: Predict the reactants needed to synthesize the given product. (1) Given the product [NH2:21][CH2:20][CH2:19][O:18][C:17]1[CH:22]=[CH:23][C:14]([C:2]2([OH:1])[CH2:6][CH2:5][CH2:4][CH:3]2[NH:7][S:8]([CH:11]([CH3:12])[CH3:13])(=[O:10])=[O:9])=[CH:15][CH:16]=1, predict the reactants needed to synthesize it. The reactants are: [OH:1][C:2]1([C:14]2[CH:23]=[CH:22][C:17]([O:18][CH2:19][C:20]#[N:21])=[CH:16][CH:15]=2)[CH2:6][CH2:5][CH2:4][CH:3]1[NH:7][S:8]([CH:11]([CH3:13])[CH3:12])(=[O:10])=[O:9].C1COCC1.CO. (2) The reactants are: [F:1][C:2]1[CH:28]=[C:27]([F:29])[CH:26]=[CH:25][C:3]=1[CH2:4][N:5]([CH2:16][C:17]1[CH:22]=[CH:21][C:20]([OH:23])=[CH:19][C:18]=1[F:24])[C:6]1[CH:11]=[CH:10][CH:9]=[C:8]([N+:12]([O-:14])=[O:13])[C:7]=1[CH3:15].[C:30]1(B(O)O)[CH:35]=[CH:34][CH:33]=[CH:32][CH:31]=1. Given the product [F:1][C:2]1[CH:28]=[C:27]([F:29])[CH:26]=[CH:25][C:3]=1[CH2:4][N:5]([CH2:16][C:17]1[CH:22]=[CH:21][C:20]([O:23][C:30]2[CH:35]=[CH:34][CH:33]=[CH:32][CH:31]=2)=[CH:19][C:18]=1[F:24])[C:6]1[CH:11]=[CH:10][CH:9]=[C:8]([N+:12]([O-:14])=[O:13])[C:7]=1[CH3:15], predict the reactants needed to synthesize it. (3) The reactants are: [F:1][C:2]1[CH:7]=[C:6]([N+:8]([O-:10])=[O:9])[CH:5]=[C:4]([F:11])[C:3]=1[OH:12].C(N(C(C)C)CC)(C)C.[CH3:22][O:23][CH2:24]Cl. Given the product [F:1][C:2]1[CH:7]=[C:6]([N+:8]([O-:10])=[O:9])[CH:5]=[C:4]([F:11])[C:3]=1[O:12][CH2:22][O:23][CH3:24], predict the reactants needed to synthesize it. (4) Given the product [C:1]([O:5][C:6](=[O:14])[N:7]([CH2:9][CH2:10][CH2:11][CH2:12][NH:13][CH2:22][C:17]1[C:16]([F:15])=[CH:21][CH:20]=[CH:19][N:18]=1)[CH3:8])([CH3:4])([CH3:2])[CH3:3], predict the reactants needed to synthesize it. The reactants are: [C:1]([O:5][C:6](=[O:14])[N:7]([CH2:9][CH2:10][CH2:11][CH2:12][NH2:13])[CH3:8])([CH3:4])([CH3:3])[CH3:2].[F:15][C:16]1[C:17]([CH:22]=O)=[N:18][CH:19]=[CH:20][CH:21]=1.C([O-])([O-])=O.[K+].[K+].[BH4-].[Na+].C([O-])(O)=O.[Na+]. (5) Given the product [Cl:25][C:21]1[CH:20]=[C:19]([N:18]2[C:14]([CH2:13][NH:12][C:10](=[O:11])[CH:9]([C:6]3[CH:7]=[N:8][C:3]([CH2:2][NH:1][S:32]([CH3:31])(=[O:34])=[O:33])=[CH:4][CH:5]=3)[CH3:30])=[CH:15][C:16]([C:26]([F:29])([F:28])[F:27])=[N:17]2)[CH:24]=[CH:23][CH:22]=1, predict the reactants needed to synthesize it. The reactants are: [NH2:1][CH2:2][C:3]1[N:8]=[CH:7][C:6]([CH:9]([CH3:30])[C:10]([NH:12][CH2:13][C:14]2[N:18]([C:19]3[CH:24]=[CH:23][CH:22]=[C:21]([Cl:25])[CH:20]=3)[N:17]=[C:16]([C:26]([F:29])([F:28])[F:27])[CH:15]=2)=[O:11])=[CH:5][CH:4]=1.[CH3:31][S:32](Cl)(=[O:34])=[O:33].C(N(CC)CC)C. (6) Given the product [CH3:18][O:19][C:20](=[O:49])[C:21]([C:24]1[CH:25]=[CH:26][C:27]([C:2]#[C:1][C:3]2[CH:4]=[C:5]3[C:10](=[C:11]([OH:13])[CH:12]=2)[O:9][C:8]([CH3:15])([CH3:14])[CH2:7][C:6]3([CH3:17])[CH3:16])=[CH:28][CH:29]=1)([CH3:23])[CH3:22], predict the reactants needed to synthesize it. The reactants are: [C:1]([C:3]1[CH:4]=[C:5]2[C:10](=[C:11]([OH:13])[CH:12]=1)[O:9][C:8]([CH3:15])([CH3:14])[CH2:7][C:6]2([CH3:17])[CH3:16])#[CH:2].[CH3:18][O:19][C:20](=[O:49])[C:21]([C:24]1[CH:29]=[CH:28][C:27](C#CC2C=C(C3CC3)C3OC4(CC4)CC(C)(C)C=3C=2)=[CH:26][CH:25]=1)([CH3:23])[CH3:22].C(N(CC)CC)C.C(OCC)(=O)C. (7) Given the product [Cl:1][C:2]1[CH:7]=[CH:6][C:5]([NH:8][C:9]2[S:10][CH:11]=[CH:12][N:13]=2)=[CH:4][C:3]=1[O:14][CH2:22][CH:15]1[CH2:20][CH2:19][CH2:18][CH2:17][CH2:16]1, predict the reactants needed to synthesize it. The reactants are: [Cl:1][C:2]1[CH:7]=[CH:6][C:5]([NH:8][C:9]2[S:10][CH:11]=[CH:12][N:13]=2)=[CH:4][C:3]=1[OH:14].[CH:15]1(O)[CH2:20][CH2:19][CH2:18][CH2:17][CH2:16]1.[CH:22]1C=CC(P(C2C=CC=CC=2)C2C=CC=CC=2)=CC=1.CCOC(/N=N/C(OCC)=O)=O. (8) Given the product [F:13][C:12]([F:15])([F:14])[C:9]1[CH:10]=[CH:11][C:6]([O:5][C:4]2[CH:3]=[C:2]([CH:18]=[CH:17][CH:16]=2)[CH:22]=[O:23])=[N:7][CH:8]=1, predict the reactants needed to synthesize it. The reactants are: Br[C:2]1[CH:3]=[C:4]([CH:16]=[CH:17][CH:18]=1)[O:5][C:6]1[CH:11]=[CH:10][C:9]([C:12]([F:15])([F:14])[F:13])=[CH:8][N:7]=1.CN([CH:22]=[O:23])C.[Li]CCCC. (9) Given the product [N:14]1([CH2:13][CH2:12][O:11][C:9]2[CH:8]=[C:7]([C:20]3[CH:25]=[CH:24][CH:23]=[C:22]([C:26]([F:29])([F:28])[F:27])[CH:21]=3)[N:6]=[C:5]([C:30]#[N:31])[N:10]=2)[CH2:19][CH2:18][CH2:17][CH2:16][CH2:15]1, predict the reactants needed to synthesize it. The reactants are: CS([C:5]1[N:10]=[C:9]([O:11][CH2:12][CH2:13][N:14]2[CH2:19][CH2:18][CH2:17][CH2:16][CH2:15]2)[CH:8]=[C:7]([C:20]2[CH:25]=[CH:24][CH:23]=[C:22]([C:26]([F:29])([F:28])[F:27])[CH:21]=2)[N:6]=1)(=O)=O.[C-:30]#[N:31].[Na+].